Task: Predict which catalyst facilitates the given reaction.. Dataset: Catalyst prediction with 721,799 reactions and 888 catalyst types from USPTO (1) Reactant: [Cl:1][C:2]1[CH:7]=[CH:6][C:5]([NH:8][C:9]([CH:11]2[CH2:16][N:15]([C:17](=[O:29])[C:18]3[CH:23]=[CH:22][CH:21]=[C:20]([C:24]4[O:25][CH:26]=[CH:27][CH:28]=4)[CH:19]=3)[CH2:14][CH2:13][N:12]2C(OCC2C=CC=CC=2)=O)=[O:10])=[CH:4][CH:3]=1. Product: [Cl:1][C:2]1[CH:7]=[CH:6][C:5]([NH:8][C:9]([CH:11]2[CH2:16][N:15]([C:17](=[O:29])[C:18]3[CH:23]=[CH:22][CH:21]=[C:20]([C:24]4[O:25][CH:26]=[CH:27][CH:28]=4)[CH:19]=3)[CH2:14][CH2:13][NH:12]2)=[O:10])=[CH:4][CH:3]=1. The catalyst class is: 19. (2) Reactant: [Cl:1][C:2]1[CH:10]=[CH:9][C:8]2[NH:7][C:6]3[CH2:11][CH2:12][N:13]([CH3:15])[CH2:14][C:5]=3[C:4]=2[CH:3]=1.P([O-])([O-])([O-])=O.[K+].[K+].[K+].N1CCC[C@H]1C(O)=O.Br[CH:33]=[C:34]([C:36]1[S:37][CH:38]=[CH:39][CH:40]=1)[CH3:35]. Product: [Cl:1][C:2]1[CH:10]=[CH:9][C:8]2[N:7](/[CH:33]=[C:34](/[C:36]3[S:37][CH:38]=[CH:39][CH:40]=3)\[CH3:35])[C:6]3[CH2:11][CH2:12][N:13]([CH3:15])[CH2:14][C:5]=3[C:4]=2[CH:3]=1. The catalyst class is: 122. (3) Reactant: [NH2:1][C:2]1[CH:7]=[CH:6][C:5]([CH2:8][C:9]([OH:11])=[O:10])=[CH:4][CH:3]=1.[CH2:12]([O:14][C:15]1[C:24]2[C:19](=[CH:20][C:21]([F:25])=[CH:22][CH:23]=2)[C:18]([O:26][CH2:27][CH3:28])=[C:17]([C:29](O)=[O:30])[C:16]=1[C:32](O)=[O:33])[CH3:13]. Product: [CH2:27]([O:26][C:18]1[C:17]2[C:29](=[O:30])[N:1]([C:2]3[CH:3]=[CH:4][C:5]([CH2:8][C:9]([OH:11])=[O:10])=[CH:6][CH:7]=3)[C:32](=[O:33])[C:16]=2[C:15]([O:14][CH2:12][CH3:13])=[C:24]2[CH:23]=[CH:22][C:21]([F:25])=[CH:20][C:19]=12)[CH3:28]. The catalyst class is: 296. (4) Reactant: [O:1]([C:8]1[CH:29]=[CH:28][C:11]([O:12][C:13]2[C:14]3[N:21]([CH2:22][CH:23]4[CH2:27][CH2:26][NH:25][CH2:24]4)[CH:20]=[CH:19][C:15]=3[N:16]=[CH:17][N:18]=2)=[CH:10][CH:9]=1)[C:2]1[CH:7]=[CH:6][CH:5]=[CH:4][CH:3]=1.C(=O)(O)[O-].[Na+].[C:35](Br)#[N:36]. Product: [O:1]([C:8]1[CH:29]=[CH:28][C:11]([O:12][C:13]2[C:14]3[N:21]([CH2:22][CH:23]4[CH2:27][CH2:26][N:25]([C:35]#[N:36])[CH2:24]4)[CH:20]=[CH:19][C:15]=3[N:16]=[CH:17][N:18]=2)=[CH:10][CH:9]=1)[C:2]1[CH:7]=[CH:6][CH:5]=[CH:4][CH:3]=1. The catalyst class is: 46. (5) Product: [CH3:1][N:2]([CH2:4][C:5]1[C:13]2[O:12][N:11]=[C:10]([CH2:14][CH2:15][CH:16]3[CH2:21][CH2:20][N:19]([C:29]4[CH:34]=[CH:33][CH:32]=[CH:31][N:30]=4)[CH2:18][CH2:17]3)[C:9]=2[CH:8]=[CH:7][C:6]=1[N:22]1[CH2:27][CH2:26][CH2:25][CH2:24][CH2:23]1)[CH3:3]. Reactant: [CH3:1][N:2]([CH2:4][C:5]1[C:13]2[O:12][N:11]=[C:10]([CH2:14][CH2:15][CH:16]3[CH2:21][CH2:20][NH:19][CH2:18][CH2:17]3)[C:9]=2[CH:8]=[CH:7][C:6]=1[N:22]1[CH2:27][CH2:26][CH2:25][CH2:24][CH2:23]1)[CH3:3].F[C:29]1[CH:34]=[CH:33][CH:32]=[CH:31][N:30]=1.O.[F-].C([N+](CCCC)(CCCC)CCCC)CCC.[OH-].[Na+]. The catalyst class is: 397. (6) Reactant: [C:1]([C:3]1[CH:8]=[CH:7][C:6]([CH:9]2[C:14]([C:15]([O:17][CH2:18][CH3:19])=[O:16])=[C:13]([CH3:20])[N:12]([C:21]3[CH:26]=[CH:25][CH:24]=[C:23]([C:27]([F:30])([F:29])[F:28])[CH:22]=3)[C:11](=[O:31])[NH:10]2)=[CH:5][CH:4]=1)#[N:2].C(C1C=CC([C@H]2C(C(OCC)=O)=C(C)N(C3C=CC=C(C(F)(F)F)C=3)C(=O)N2)=CC=1)#N. Product: [C:1]([C:3]1[CH:8]=[CH:7][C:6]([C@@H:9]2[C:14]([C:15]([O:17][CH2:18][CH3:19])=[O:16])=[C:13]([CH3:20])[N:12]([C:21]3[CH:26]=[CH:25][CH:24]=[C:23]([C:27]([F:29])([F:28])[F:30])[CH:22]=3)[C:11](=[O:31])[NH:10]2)=[CH:5][CH:4]=1)#[N:2]. The catalyst class is: 13. (7) Reactant: [NH2:1][C:2]1[CH:3]=[CH:4][C:5]([Cl:24])=[C:6]([N:8]2[CH2:17][C:16]3[C:11](=[N:12][C:13]([S:18]([CH3:21])(=[O:20])=[O:19])=[N:14][CH:15]=3)[N:10]([CH3:22])[C:9]2=[O:23])[CH:7]=1.[C:25]1([C:34]2[CH:39]=[CH:38][CH:37]=[CH:36][CH:35]=2)[CH:30]=[CH:29][C:28]([C:31](O)=[O:32])=[CH:27][CH:26]=1.CCN=C=NCCCN(C)C.Cl. Product: [Cl:24][C:5]1[CH:4]=[CH:3][C:2]([NH:1][C:31]([C:28]2[CH:29]=[CH:30][C:25]([C:34]3[CH:35]=[CH:36][CH:37]=[CH:38][CH:39]=3)=[CH:26][CH:27]=2)=[O:32])=[CH:7][C:6]=1[N:8]1[CH2:17][C:16]2[C:11](=[N:12][C:13]([S:18]([CH3:21])(=[O:19])=[O:20])=[N:14][CH:15]=2)[N:10]([CH3:22])[C:9]1=[O:23]. The catalyst class is: 112. (8) Reactant: [F:1][C:2]1[CH:3]=[C:4]2[C:8](=[CH:9][CH:10]=1)[NH:7][C:6](=[O:11])/[C:5]/2=[CH:12]\[C:13]1[NH:17][C:16]([CH3:18])=[C:15]([C:19](ON2C3=NC=CC=C3N=N2)=[O:20])[C:14]=1[CH3:31].[CH2:32]([N:34]([CH2:38][CH3:39])[CH2:35][CH2:36][NH2:37])[CH3:33]. Product: [CH3:33][CH2:32][N:34]([CH2:35][CH2:36][NH:37][C:19]([C:15]1[C:14]([CH3:31])=[C:13](/[CH:12]=[C:5]2/[C:4]3[CH:3]=[C:2]([F:1])[CH:10]=[CH:9][C:8]=3[NH:7][C:6]/2=[O:11])[NH:17][C:16]=1[CH3:18])=[O:20])[CH2:38][CH3:39]. The catalyst class is: 3.